Regression. Given a peptide amino acid sequence and an MHC pseudo amino acid sequence, predict their binding affinity value. This is MHC class II binding data. From a dataset of Peptide-MHC class II binding affinity with 134,281 pairs from IEDB. (1) The binding affinity (normalized) is 0.108. The MHC is DRB3_0202 with pseudo-sequence DRB3_0202. The peptide sequence is WEALKYLWNLLQYWGQELK. (2) The peptide sequence is PAAHAAQGYKVLVLNPSVAA. The MHC is DRB1_0405 with pseudo-sequence DRB1_0405. The binding affinity (normalized) is 0.649. (3) The peptide sequence is AQLGLRKKTKQSITE. The MHC is DRB1_0802 with pseudo-sequence DRB1_0802. The binding affinity (normalized) is 0.350. (4) The peptide sequence is YQNKVVKVLRPTPKG. The MHC is DRB1_0802 with pseudo-sequence DRB1_0802. The binding affinity (normalized) is 0.605. (5) The peptide sequence is VWQHDRVEIIANDQG. The MHC is DRB1_0701 with pseudo-sequence DRB1_0701. The binding affinity (normalized) is 0.442. (6) The binding affinity (normalized) is 0. The peptide sequence is SKAYANMWSLMYFHK. The MHC is HLA-DQA10103-DQB10603 with pseudo-sequence HLA-DQA10103-DQB10603. (7) The binding affinity (normalized) is 0.628. The peptide sequence is YFKFLANVSTVLTGK. The MHC is DRB1_1101 with pseudo-sequence DRB1_1101. (8) The peptide sequence is IPVMAYLVGLFAWVL. The MHC is DRB1_0802 with pseudo-sequence DRB1_0802. The binding affinity (normalized) is 0.0416.